Dataset: Reaction yield outcomes from USPTO patents with 853,638 reactions. Task: Predict the reaction yield, written as a fraction of the theoretical maximum amount of product (1.0 means a 100% yield; for example, 0.34 means a 34% yield). (1) The reactants are [Br:1][C:2]1[CH:3]=[CH:4][C:5](F)=[N:6][CH:7]=1.[CH2:9]([CH2:11][NH2:12])[OH:10]. No catalyst specified. The product is [Br:1][C:2]1[CH:3]=[CH:4][C:5]([NH:12][CH2:11][CH2:9][OH:10])=[N:6][CH:7]=1. The yield is 0.130. (2) The catalyst is C(O)C.C(O[Ti](OC(C)C)(OC(C)C)OC(C)C)(C)C.CO. The product is [CH3:34][O:35][C:36]1[CH:37]=[C:38]([NH:39][CH2:14][C:13]2[CH:16]=[C:17]([C:18]3[N:26]=[C:25]([CH3:27])[N:24]=[C:23]4[C:19]=3[N:20]=[CH:21][NH:22]4)[C:10]([NH:9][C:6]3[CH:7]=[N:8][C:3]([O:2][CH3:1])=[CH:4][CH:5]=3)=[N:11][CH:12]=2)[CH:40]=[CH:41][CH:42]=1. The yield is 0.810. The reactants are [CH3:1][O:2][C:3]1[N:8]=[CH:7][C:6]([NH:9][C:10]2[C:17]([C:18]3[N:26]=[C:25]([CH3:27])[N:24]=[C:23]4[C:19]=3[N:20]=[CH:21][N:22]4C3CCCCO3)=[CH:16][C:13]([CH:14]=O)=[CH:12][N:11]=2)=[CH:5][CH:4]=1.[CH3:34][O:35][C:36]1[CH:37]=[C:38]([CH:40]=[CH:41][CH:42]=1)[NH2:39].C(Cl)Cl.[BH4-].[Na+]. (3) The reactants are [N+:1]([C:4]1[C:9]([N+:10]([O-:12])=[O:11])=[CH:8][CH:7]=[CH:6][C:5]=1[OH:13])([O-:3])=[O:2].IC.[C:16]([O-])([O-])=O.[K+].[K+]. No catalyst specified. The product is [N+:1]([C:4]1[C:9]([N+:10]([O-:12])=[O:11])=[CH:8][CH:7]=[CH:6][C:5]=1[O:13][CH3:16])([O-:3])=[O:2]. The yield is 1.00. (4) The reactants are [Na].[CH3:2][CH2:3][O-:4].[Na+].Cl[C:7]1[C:12]([N+:13]([O-:15])=[O:14])=[CH:11][CH:10]=[CH:9][N:8]=1. The catalyst is CCO. The product is [CH2:3]([O:4][C:7]1[C:12]([N+:13]([O-:15])=[O:14])=[CH:11][CH:10]=[CH:9][N:8]=1)[CH3:2]. The yield is 0.960.